Dataset: Forward reaction prediction with 1.9M reactions from USPTO patents (1976-2016). Task: Predict the product of the given reaction. Given the reactants [C:1]([C:4]1[C:12]2[C:7](=[CH:8][CH:9]=[CH:10][CH:11]=2)[N:6]([C:13]2[CH:14]=[C:15]3[C:20](=[CH:21][CH:22]=2)[N:19]=[CH:18][CH:17]=[CH:16]3)[CH:5]=1)(O)=[O:2].S(Cl)([Cl:25])=O, predict the reaction product. The product is: [ClH:25].[Cl:25][C:1]([C:4]1[C:12]2[C:7](=[CH:8][CH:9]=[CH:10][CH:11]=2)[N:6]([C:13]2[CH:14]=[C:15]3[C:20](=[CH:21][CH:22]=2)[N:19]=[CH:18][CH:17]=[CH:16]3)[CH:5]=1)=[O:2].